Dataset: Catalyst prediction with 721,799 reactions and 888 catalyst types from USPTO. Task: Predict which catalyst facilitates the given reaction. Reactant: C[Si]([N-][Si](C)(C)C)(C)C.[Li+].[CH3:11][O:12][C:13]1[CH:14]=[C:15]2[C:19](=[CH:20][CH:21]=1)[C:18](=[O:22])[N:17]([C:23]([O:25][C:26]([CH3:29])([CH3:28])[CH3:27])=[O:24])[CH2:16]2.[CH2:30](Br)[C:31]1[CH:36]=[CH:35][CH:34]=[CH:33][CH:32]=1. Product: [CH2:30]([CH:16]1[C:15]2[C:19](=[CH:20][CH:21]=[C:13]([O:12][CH3:11])[CH:14]=2)[C:18](=[O:22])[N:17]1[C:23]([O:25][C:26]([CH3:29])([CH3:28])[CH3:27])=[O:24])[C:31]1[CH:36]=[CH:35][CH:34]=[CH:33][CH:32]=1. The catalyst class is: 1.